Dataset: CYP2C9 inhibition data for predicting drug metabolism from PubChem BioAssay. Task: Regression/Classification. Given a drug SMILES string, predict its absorption, distribution, metabolism, or excretion properties. Task type varies by dataset: regression for continuous measurements (e.g., permeability, clearance, half-life) or binary classification for categorical outcomes (e.g., BBB penetration, CYP inhibition). Dataset: cyp2c9_veith. (1) The molecule is C=CCN1C(=O)c2ccccc2Sc2ccc(C(=O)N3CCC4(CC3)OCCO4)cc21. The result is 1 (inhibitor). (2) The molecule is COC(=O)[C@@]1(Cc2ccc(F)cc2)[C@H]2c3cc(C(=O)N4CCCC4)n(CCc4c[nH]c5ccccc45)c3C[C@H]2CN1C(=O)c1ccccc1. The result is 1 (inhibitor). (3) The drug is CN(C)Cc1ccccc1-c1nccc(NC2CC2)n1. The result is 0 (non-inhibitor). (4) The compound is CN1[C@@H](C[C@H](O)c2ccccc2)CCC[C@@H]1C[C@@H](O)c1ccccc1. The result is 0 (non-inhibitor). (5) The compound is CC1=C(C(=O)OCc2ccccc2)C(c2ccc(Cl)cc2)NC(=O)N1CCCCCC(=O)O. The result is 1 (inhibitor).